Task: Predict the reactants needed to synthesize the given product.. Dataset: Full USPTO retrosynthesis dataset with 1.9M reactions from patents (1976-2016) (1) Given the product [C:5]([N:8]1[C:17]2[CH:16]=[CH:15][C:14]([NH:18][C:37]([C:36]3[C:35]([Cl:34])=[N:43][CH:42]=[CH:41][CH:40]=3)=[O:38])=[CH:13][C:12]=2[C:11]2[N:19]([C:25]3[CH:33]=[CH:32][C:28]4[O:29][CH2:30][O:31][C:27]=4[CH:26]=3)[N:20]=[C:21]([C:22]([NH2:24])=[O:23])[C:10]=2[CH2:9]1)(=[O:7])[CH3:6], predict the reactants needed to synthesize it. The reactants are: C(O)(=O)C.[C:5]([N:8]1[C:17]2[CH:16]=[CH:15][C:14]([NH2:18])=[CH:13][C:12]=2[C:11]2[N:19]([C:25]3[CH:33]=[CH:32][C:28]4[O:29][CH2:30][O:31][C:27]=4[CH:26]=3)[N:20]=[C:21]([C:22]([NH2:24])=[O:23])[C:10]=2[CH2:9]1)(=[O:7])[CH3:6].[Cl:34][C:35]1[N:43]=[CH:42][CH:41]=[CH:40][C:36]=1[C:37](O)=[O:38].CN(C(ON1N=NC2C=CC=NC1=2)=[N+](C)C)C.F[P-](F)(F)(F)(F)F.CCN(C(C)C)C(C)C. (2) Given the product [CH3:33][O:32][CH2:31][CH2:30][CH2:29][O:28][C:23]1[CH:24]=[CH:25][CH:26]=[CH:27][C:22]=1[C:21]([NH:20][CH2:19][C@H:15]([CH:16]([CH3:17])[CH3:18])[CH2:14][C@H:13]([NH:35][C:36](=[O:42])[O:37][C:38]([CH3:40])([CH3:41])[CH3:39])[CH:11]=[CH2:1])=[O:34], predict the reactants needed to synthesize it. The reactants are: [CH3:1][Si]([N-][Si](C)(C)C)(C)C.[K+].[CH:11]([C@@H:13]([NH:35][C:36](=[O:42])[O:37][C:38]([CH3:41])([CH3:40])[CH3:39])[CH2:14][C@H:15]([CH2:19][NH:20][C:21](=[O:34])[C:22]1[CH:27]=[CH:26][CH:25]=[CH:24][C:23]=1[O:28][CH2:29][CH2:30][CH2:31][O:32][CH3:33])[CH:16]([CH3:18])[CH3:17])=O.[Cl-].[NH4+]. (3) Given the product [CH3:29][N:30]1[CH2:35][CH2:34][CH:33]([N:8]2[CH2:9][CH:10]([CH2:12][NH:13][C@@H:20]3[CH2:22][C@H:21]3[C:23]3[CH:24]=[CH:25][CH:26]=[CH:27][CH:28]=3)[CH2:11]2)[CH2:32][CH2:31]1, predict the reactants needed to synthesize it. The reactants are: OC(C(F)(F)F)=O.[NH:8]1[CH2:11][CH:10]([CH2:12][N:13]([C@@H:20]2[CH2:22][C@H:21]2[C:23]2[CH:28]=[CH:27][CH:26]=[CH:25][CH:24]=2)C(=O)C(F)(F)F)[CH2:9]1.[CH3:29][N:30]1[CH2:35][CH2:34][C:33](=O)[CH2:32][CH2:31]1.C(O)(=O)C.[BH-](OC(C)=O)(OC(C)=O)OC(C)=O.[Na+].[OH-].[Na+]. (4) Given the product [NH:1]1[C:9]2[C:4](=[CH:5][CH:6]=[CH:7][CH:8]=2)[C:3](/[CH:10]=[C:11]2\[O:12][C:13]3[C:20]([CH2:21][N:22]4[CH2:23][CH2:24][NH:25][CH2:26][CH2:27]4)=[C:19]([O:35][CH2:36][CH2:37][O:38][C:39]4[CH:40]=[CH:41][CH:42]=[CH:43][CH:44]=4)[CH:18]=[CH:17][C:14]=3[C:15]\2=[O:16])=[N:2]1, predict the reactants needed to synthesize it. The reactants are: [NH:1]1[C:9]2[C:4](=[CH:5][CH:6]=[CH:7][CH:8]=2)[C:3](/[CH:10]=[C:11]2\[O:12][C:13]3[C:20]([CH2:21][N:22]4[CH2:27][CH2:26][N:25](C(OC(C)(C)C)=O)[CH2:24][CH2:23]4)=[C:19]([O:35][CH2:36][CH2:37][O:38][C:39]4[CH:44]=[CH:43][CH:42]=[CH:41][CH:40]=4)[CH:18]=[CH:17][C:14]=3[C:15]\2=[O:16])=[N:2]1.FC(F)(F)C(O)=O.